From a dataset of Catalyst prediction with 721,799 reactions and 888 catalyst types from USPTO. Predict which catalyst facilitates the given reaction. Reactant: [Cl:1][C:2]1[C:3]([O:14][CH3:15])=[C:4]([N:8]2[CH2:13][CH2:12][NH:11][CH2:10][CH2:9]2)[CH:5]=[CH:6][CH:7]=1.C([O-])([O-])=O.[Na+].[Na+]. Product: [Cl:1][C:2]1[C:3]([O:14][CH3:15])=[C:4]([N:8]2[CH2:9][CH2:10][N:11]([CH2:7][CH2:2][CH2:3][C:4]#[N:8])[CH2:12][CH2:13]2)[CH:5]=[CH:6][CH:7]=1. The catalyst class is: 10.